This data is from Reaction yield outcomes from USPTO patents with 853,638 reactions. The task is: Predict the reaction yield, written as a fraction of the theoretical maximum amount of product (1.0 means a 100% yield; for example, 0.34 means a 34% yield). (1) The reactants are [CH3:1][C:2]1[O:6][C:5]([C:7]2[CH:12]=[CH:11][C:10]([CH3:13])=[CH:9][CH:8]=2)=[N:4][C:3]=1[CH2:14][CH2:15][O:16][C:17]1[CH:18]=[C:19]2[C:23](=[CH:24][CH:25]=1)[C@H:22]([CH2:26][C:27]([O:29]CC)=[O:28])[CH2:21][CH2:20]2.[Li+].[OH-].O.Cl. The yield is 0.850. The product is [CH3:1][C:2]1[O:6][C:5]([C:7]2[CH:8]=[CH:9][C:10]([CH3:13])=[CH:11][CH:12]=2)=[N:4][C:3]=1[CH2:14][CH2:15][O:16][C:17]1[CH:18]=[C:19]2[C:23](=[CH:24][CH:25]=1)[C@H:22]([CH2:26][C:27]([OH:29])=[O:28])[CH2:21][CH2:20]2. The catalyst is C1COCC1.CCO. (2) The reactants are C(OC([N:8]1[CH2:13][CH2:12][N:11]([CH2:14][C:15]#[CH:16])[CH2:10][CH2:9]1)=O)(C)(C)C.C(O)(C(F)(F)F)=O. No catalyst specified. The product is [CH2:14]([N:11]1[CH2:12][CH2:13][NH:8][CH2:9][CH2:10]1)[C:15]#[CH:16]. The yield is 1.00. (3) The reactants are Br[C:2]1[CH:3]=[C:4]([NH:10][C:11]2[CH:16]=[CH:15][C:14]([O:17][CH:18]3[CH2:21][N:20]([CH3:22])[CH2:19]3)=[CH:13][N:12]=2)[C:5](=[O:9])[N:6]([CH3:8])[CH:7]=1.[C:23]([O:26][CH2:27][C:28]1[C:29]([N:43]2[CH2:55][CH2:54][N:46]3[C:47]4[CH2:48][CH2:49][CH2:50][CH2:51][C:52]=4[CH:53]=[C:45]3[C:44]2=[O:56])=[N:30][CH:31]=[CH:32][C:33]=1B1OC(C)(C)C(C)(C)O1)(=[O:25])[CH3:24].[O-]P([O-])([O-])=O.[K+].[K+].[K+].O.O.O.C([O-])(=O)C.[Na+]. The catalyst is C(#N)C.O.C1C=CC(P(C2C=CC=CC=2)[C-]2C=CC=C2)=CC=1.C1C=CC(P(C2C=CC=CC=2)[C-]2C=CC=C2)=CC=1.Cl[Pd]Cl.[Fe+2]. The product is [C:23]([O:26][CH2:27][C:28]1[C:29]([N:43]2[CH2:55][CH2:54][N:46]3[C:47]4[CH2:48][CH2:49][CH2:50][CH2:51][C:52]=4[CH:53]=[C:45]3[C:44]2=[O:56])=[N:30][CH:31]=[CH:32][C:33]=1[C:2]1[CH:3]=[C:4]([NH:10][C:11]2[CH:16]=[CH:15][C:14]([O:17][CH:18]3[CH2:21][N:20]([CH3:22])[CH2:19]3)=[CH:13][N:12]=2)[C:5](=[O:9])[N:6]([CH3:8])[CH:7]=1)(=[O:25])[CH3:24]. The yield is 0.520. (4) The product is [ClH:18].[F:32][C:23]1[C:24]2[O:29][CH2:28][C:27](=[O:30])[NH:26][C:25]=2[CH:31]=[C:21]([CH2:20][CH2:19][N:15]2[CH2:16][CH2:17][N:12]([C:8]3[CH:7]=[CH:6][CH:5]=[C:4]4[C:9]=3[CH:10]=[CH:11][C:2]([CH3:1])=[N:3]4)[CH2:13][CH2:14]2)[CH:22]=1. No catalyst specified. The yield is 0.240. The reactants are [CH3:1][C:2]1[CH:11]=[CH:10][C:9]2[C:4](=[CH:5][CH:6]=[CH:7][C:8]=2[N:12]2[CH2:17][CH2:16][NH:15][CH2:14][CH2:13]2)[N:3]=1.[Cl:18][CH2:19][CH2:20][C:21]1[CH:22]=[C:23]([F:32])[C:24]2[O:29][CH2:28][C:27](=[O:30])[NH:26][C:25]=2[CH:31]=1.